Dataset: Forward reaction prediction with 1.9M reactions from USPTO patents (1976-2016). Task: Predict the product of the given reaction. (1) Given the reactants [CH3:1][C:2]1[CH:3]=[C:4]([CH:7]=[CH:8][C:9]=1[N+:10]([O-:12])=[O:11])[C:5]#[N:6].C1C(C(OO)=O)=CC=CC=1.BrN1C(=O)CCC1=O.Cl.[NH2:32][CH2:33][C:34]([O:36][CH2:37][CH3:38])=[O:35].C(=O)([O-])O.[Na+], predict the reaction product. The product is: [C:5]([C:4]1[CH:7]=[CH:8][C:9]([N+:10]([O-:12])=[O:11])=[C:2]([CH:3]=1)[CH2:1][NH:32][CH2:33][C:34]([O:36][CH2:37][CH3:38])=[O:35])#[N:6]. (2) Given the reactants [CH3:1][C:2]1[N:7]=[C:6]([C:8]([OH:10])=O)[C:5]([O:11][CH2:12][CH:13]([CH3:15])[CH3:14])=[CH:4][CH:3]=1.[ClH:16].[F:17][C:18]1[C:19]2[N:20]([CH:24]=[C:25]([CH2:27][C@@H:28]3[CH2:33][CH2:32][CH2:31][CH2:30][NH:29]3)[N:26]=2)[CH:21]=[CH:22][CH:23]=1, predict the reaction product. The product is: [ClH:16].[F:17][C:18]1[C:19]2[N:20]([CH:24]=[C:25]([CH2:27][C@@H:28]3[CH2:33][CH2:32][CH2:31][CH2:30][N:29]3[C:8]([C:6]3[C:5]([O:11][CH2:12][CH:13]([CH3:15])[CH3:14])=[CH:4][CH:3]=[C:2]([CH3:1])[N:7]=3)=[O:10])[N:26]=2)[CH:21]=[CH:22][CH:23]=1. (3) Given the reactants [OH:1][C:2]1[CH:11]=[C:10]2[C:5]([C:6]([O:12][C:13]3[CH:18]=[CH:17][C:16]([NH:19][C:20]([C:22]4[C:23](=[O:35])[N:24]([C:29]5[CH:34]=[CH:33][CH:32]=[CH:31][CH:30]=5)[N:25]([CH3:28])[C:26]=4[CH3:27])=[O:21])=[CH:15][CH:14]=3)=[CH:7][CH:8]=[N:9]2)=[CH:4][C:3]=1[O:36][CH3:37].[CH3:38][C@H:39]1[CH2:41][O:40]1.C([O-])([O-])=O.[K+].[K+], predict the reaction product. The product is: [OH:40][C@@H:39]([CH3:41])[CH2:38][O:1][C:2]1[CH:11]=[C:10]2[C:5]([C:6]([O:12][C:13]3[CH:14]=[CH:15][C:16]([NH:19][C:20]([C:22]4[C:23](=[O:35])[N:24]([C:29]5[CH:30]=[CH:31][CH:32]=[CH:33][CH:34]=5)[N:25]([CH3:28])[C:26]=4[CH3:27])=[O:21])=[CH:17][CH:18]=3)=[CH:7][CH:8]=[N:9]2)=[CH:4][C:3]=1[O:36][CH3:37]. (4) The product is: [CH2:1]([N:8]1[CH2:12][C@H:11]2[C:13]3[CH:14]=[CH:15][C:16]([CH3:24])=[C:17]([Cl:21])[C:18]=3[CH2:19][O:20][C@@:10]2([CH3:23])[CH2:9]1)[C:2]1[CH:7]=[CH:6][CH:5]=[CH:4][CH:3]=1. Given the reactants [CH2:1]([N:8]1[CH2:12][C@H:11]2[C:13]3[CH:14]=[CH:15][C:16](Br)=[C:17]([Cl:21])[C:18]=3[CH2:19][O:20][C@@:10]2([CH3:23])[CH2:9]1)[C:2]1[CH:7]=[CH:6][CH:5]=[CH:4][CH:3]=1.[C:24](=O)([O-])[O-].[K+].[K+].CB1OB(C)OB(C)O1, predict the reaction product.